Dataset: Reaction yield outcomes from USPTO patents with 853,638 reactions. Task: Predict the reaction yield, written as a fraction of the theoretical maximum amount of product (1.0 means a 100% yield; for example, 0.34 means a 34% yield). (1) The reactants are Cl.[F:2][C:3]([F:21])([F:20])[C:4]1[N:5]=[C:6]([C:9]2[O:13][N:12]=[C:11]([C@H:14]3[CH2:19][CH2:18][CH2:17][NH:16][CH2:15]3)[N:10]=2)[NH:7][CH:8]=1.C(N(CC)CC)C.[F:29][C:30]1[CH:38]=[CH:37][C:33]([C:34](Cl)=[O:35])=[CH:32][CH:31]=1. The catalyst is C(Cl)Cl. The product is [F:29][C:30]1[CH:38]=[CH:37][C:33]([C:34]([N:16]2[CH2:17][CH2:18][CH2:19][C@H:14]([C:11]3[N:10]=[C:9]([C:6]4[NH:7][CH:8]=[C:4]([C:3]([F:20])([F:2])[F:21])[N:5]=4)[O:13][N:12]=3)[CH2:15]2)=[O:35])=[CH:32][CH:31]=1. The yield is 0.130. (2) The yield is 0.100. The reactants are [CH:1]1[CH2:8][CH2:7][CH2:6][CH2:5][CH:4]=[CH:3][CH:2]=1.[Cl:9][SiH:10]([Cl:12])[Cl:11]. The catalyst is [Cl-].C([P+](CCCC)(CCCC)CCCC)CCC. The product is [Cl:9][Si:10]([Cl:12])([Cl:11])[C:2]([CH2:3][CH2:4][CH2:5][CH2:6][CH:7]([Si:10]([Cl:12])([Cl:11])[Cl:9])[CH3:8])=[CH2:1]. (3) The reactants are [Cl:1]N1C(=O)CCC1=O.[N:9]1([C:15]2[CH:16]=[C:17]([CH:19]=[CH:20][CH:21]=2)[NH2:18])[CH2:14][CH2:13][O:12][CH2:11][CH2:10]1.N. The catalyst is C(Cl)(Cl)Cl. The product is [Cl:1][C:19]1[CH:20]=[CH:21][C:15]([N:9]2[CH2:10][CH2:11][O:12][CH2:13][CH2:14]2)=[CH:16][C:17]=1[NH2:18]. The yield is 0.246.